Predict the reaction yield, written as a fraction of the theoretical maximum amount of product (1.0 means a 100% yield; for example, 0.34 means a 34% yield). From a dataset of Reaction yield outcomes from USPTO patents with 853,638 reactions. (1) The reactants are [F:1][C:2]1[CH:7]=[CH:6][C:5]([NH:8][C:9]([C:11]2([C:14]([NH:16][C:17]3[CH:22]=[CH:21][C:20]([O:23][C:24]4[C:33]5[C:28](=[CH:29][C:30]([OH:36])=[C:31]([O:34][CH3:35])[CH:32]=5)[N:27]=[CH:26][N:25]=4)=[C:19]([F:37])[CH:18]=3)=[O:15])[CH2:13][CH2:12]2)=[O:10])=[CH:4][CH:3]=1.O[CH2:39][CH2:40][CH2:41][N:42]1[CH2:47][CH2:46][O:45][CH2:44][CH2:43]1.C1(P(C2C=CC=CC=2)C2C=CC=CC=2)C=CC=CC=1.N(C(OC(C)C)=O)=NC(OC(C)C)=O. The catalyst is ClCCl. The product is [F:37][C:19]1[CH:18]=[C:17]([NH:16][C:14]([C:11]2([C:9]([NH:8][C:5]3[CH:4]=[CH:3][C:2]([F:1])=[CH:7][CH:6]=3)=[O:10])[CH2:13][CH2:12]2)=[O:15])[CH:22]=[CH:21][C:20]=1[O:23][C:24]1[C:33]2[C:28](=[CH:29][C:30]([O:36][CH2:39][CH2:40][CH2:41][N:42]3[CH2:47][CH2:46][O:45][CH2:44][CH2:43]3)=[C:31]([O:34][CH3:35])[CH:32]=2)[N:27]=[CH:26][N:25]=1. The yield is 0.470. (2) The reactants are [CH3:1][S:2](Cl)(=[O:4])=[O:3].[Cl:6][C:7]1[C:8]([CH2:17][O:18][C:19]2[CH:24]=[CH:23][C:22]([Cl:25])=[C:21]([Cl:26])[CH:20]=2)=[CH:9][C:10]2[O:14][N:13]=[C:12]([NH2:15])[C:11]=2[CH:16]=1. The catalyst is N1C=CC=CC=1. The product is [Cl:6][C:7]1[C:8]([CH2:17][O:18][C:19]2[CH:24]=[CH:23][C:22]([Cl:25])=[C:21]([Cl:26])[CH:20]=2)=[CH:9][C:10]2[O:14][N:13]=[C:12]([NH:15][S:2]([CH3:1])(=[O:4])=[O:3])[C:11]=2[CH:16]=1. The yield is 0.200. (3) The reactants are [NH2:1][C:2]1[CH:10]=[C:6]([C:7]([OH:9])=[O:8])[C:5]([OH:11])=[CH:4][CH:3]=1.[CH3:12][O:13][C:14]1[CH:21]=[CH:20][C:17]([CH2:18]Cl)=[CH:16][CH:15]=1. No catalyst specified. The product is [CH3:12][O:13][C:14]1[CH:21]=[CH:20][C:17]([CH2:18][NH:1][C:2]2[CH:10]=[C:6]([C:7]([OH:9])=[O:8])[C:5]([OH:11])=[CH:4][CH:3]=2)=[CH:16][CH:15]=1. The yield is 0.500. (4) The reactants are B(Br)(Br)Br.C[O:6][C:7]1[CH:34]=[CH:33][C:10]2[CH2:11][C@@H:12]([CH2:28][C:29]([O:31][CH3:32])=[O:30])[C:13](=[O:27])[N:14]([CH2:16][C:17]3[CH:22]=[CH:21][C:20]([C:23]([F:26])([F:25])[F:24])=[CH:19][CH:18]=3)[CH2:15][C:9]=2[CH:8]=1. The catalyst is C(Cl)Cl. The product is [OH:6][C:7]1[CH:34]=[CH:33][C:10]2[CH2:11][C@@H:12]([CH2:28][C:29]([O:31][CH3:32])=[O:30])[C:13](=[O:27])[N:14]([CH2:16][C:17]3[CH:18]=[CH:19][C:20]([C:23]([F:26])([F:24])[F:25])=[CH:21][CH:22]=3)[CH2:15][C:9]=2[CH:8]=1. The yield is 0.920. (5) The reactants are [CH3:1][O:2][C:3]1[CH:4]=[CH:5][C:6]2[O:10][C:9]([CH2:11]O)=[CH:8][C:7]=2[CH:13]=1.P(Br)(Br)[Br:15]. The catalyst is C1(C)C=CC=CC=1. The product is [Br:15][CH2:11][C:9]1[O:10][C:6]2[CH:5]=[CH:4][C:3]([O:2][CH3:1])=[CH:13][C:7]=2[CH:8]=1. The yield is 0.740. (6) The reactants are [O:1]=[CH:2][CH2:3][C@H:4]1[CH2:9][CH2:8][C@H:7]([NH:10][C:11](=[O:17])[O:12][C:13]([CH3:16])([CH3:15])[CH3:14])[CH2:6][CH2:5]1.CC#N.[C:21](O)(=O)[C:22](O)=[O:23].[O-]S([O-])(=O)=O.[Mg+2]. The catalyst is C(O)CO. The product is [O:1]1[CH2:21][CH2:22][O:23][CH:2]1[CH2:3][C@H:4]1[CH2:5][CH2:6][C@H:7]([NH:10][C:11](=[O:17])[O:12][C:13]([CH3:14])([CH3:16])[CH3:15])[CH2:8][CH2:9]1. The yield is 0.900. (7) The reactants are C(OC(=O)[NH:7][C:8]1[N:13]=[CH:12][C:11]([C:14]2[N:15]=[C:16]([N:39]3[CH2:44][CH2:43][O:42][CH2:41][CH2:40]3)[C:17]3[N:23]=[CH:22][C:21]([C:24]4[CH:29]=[CH:28][CH:27]=[C:26]([NH:30][C:31]([N:33]5[CH2:38][CH2:37][O:36][CH2:35][CH2:34]5)=[O:32])[CH:25]=4)=[CH:20][C:18]=3[N:19]=2)=[CH:10][N:9]=1)(C)(C)C.C(Cl)Cl.C(O)(C(F)(F)F)=O. The catalyst is CO.C(Cl)(Cl)Cl. The product is [NH2:7][C:8]1[N:13]=[CH:12][C:11]([C:14]2[N:15]=[C:16]([N:39]3[CH2:40][CH2:41][O:42][CH2:43][CH2:44]3)[C:17]3[N:23]=[CH:22][C:21]([C:24]4[CH:25]=[C:26]([NH:30][C:31]([N:33]5[CH2:34][CH2:35][O:36][CH2:37][CH2:38]5)=[O:32])[CH:27]=[CH:28][CH:29]=4)=[CH:20][C:18]=3[N:19]=2)=[CH:10][N:9]=1. The yield is 0.520. (8) The reactants are [F:1][C:2]1[CH:7]=[CH:6][C:5]([N:8]2[C:17]3[C:12](=[N:13][CH:14]=[C:15]([CH2:18][C:19]4[CH:24]=[CH:23][C:22]([F:25])=[CH:21][CH:20]=4)[CH:16]=3)[C:11]([OH:26])=[C:10]([C:27](OCC)=[O:28])[C:9]2=[O:32])=[CH:4][CH:3]=1.[NH2:33][CH2:34][CH2:35][NH:36][C:37](=[O:39])[CH3:38]. No catalyst specified. The product is [C:37]([NH:36][CH2:35][CH2:34][NH:33][C:27]([C:10]1[C:9](=[O:32])[N:8]([C:5]2[CH:6]=[CH:7][C:2]([F:1])=[CH:3][CH:4]=2)[C:17]2[C:12]([C:11]=1[OH:26])=[N:13][CH:14]=[C:15]([CH2:18][C:19]1[CH:20]=[CH:21][C:22]([F:25])=[CH:23][CH:24]=1)[CH:16]=2)=[O:28])(=[O:39])[CH3:38]. The yield is 0.570.